Dataset: Experimentally validated miRNA-target interactions with 360,000+ pairs, plus equal number of negative samples. Task: Binary Classification. Given a miRNA mature sequence and a target amino acid sequence, predict their likelihood of interaction. (1) The miRNA is mmu-miR-133b-3p with sequence UUUGGUCCCCUUCAACCAGCUA. The protein sequence of the target gene is MAVDITLLFRASVKTVKTRNKALGVAVGGGVDGSRDELFRRSPRPKGDFSSRAREVISHIGKLRDFLLEHRKDYINAYSHTMSEYGRMTDTERDQIDQDAQIFMRTCSEAIQQLRTEAHKEIHSQQVKEHRTAVLDFIEDYLKRVCKLYSEQRAIRVKRVVDKKRLSKLEPEPNTKTRESTSSEKVSQSPSKDSEENPATEERPEKILAETQPELGTWGDGKGEDELSPEEIQMFEQENQRLIGEMNSLFDEVRQIEGRVVEISRLQEIFTEKVLQQEAEIDSIHQLVVGATENIKEGNE.... Result: 0 (no interaction). (2) The miRNA is hsa-miR-3610 with sequence GAAUCGGAAAGGAGGCGCCG. The protein sequence of the target gene is MASADKNGSNLPSVSGSRLQSRKPPNLSITIPPPESQAPGEQDSMLPERRKNPAYLKSVSLQEPRGRWQEGAEKRPGFRRQASLSQSIRKSTAQWFGVSGDWEGKRQNWHRRSLHHCSVHYGRLKASCQRELELPSQEVPSFQGTESPKPCKMPKIVDPLARGRAFRHPDEVDRPHAAHPPLTPGVLSLTSFTSVRSGYSHLPRRKRISVAHMSFQAAAALLKGRSVLDATGQRCRHVKRSFAYPSFLEEDAVDGADTFDSSFFSKEEMSSMPDDVFESPPLSASYFRGVPHSASPVSPD.... Result: 0 (no interaction). (3) The miRNA is hsa-miR-218-5p with sequence UUGUGCUUGAUCUAACCAUGU. The protein sequence of the target gene is MDVVEVAGSWWAQEREDIIMKYEKGHRAGLPEDKGPKPFRSYNNNVDHLGIVHETELPPLTAREAKQIRREISRKSKWVDMLGDWEKYKSSRKLIDRAYKGMPMNIRGPMWSVLLNTEEMKLKNPGRYQIMKEKGKRSSEHIQRIDRDVSGTLRKHIFFRDRYGTKQRELLHILLAYEEYNPEVGYCRDLSHIAALFLLYLPEEDAFWALVQLLASERHSLQGFHSPNGGTVQGLQDQQEHVVATSQPKTMGHQDKKDLCGQCSPLGCLIRILIDGISLGLTLRLWDVYLVEGEQALMPI.... Result: 1 (interaction).